Dataset: Catalyst prediction with 721,799 reactions and 888 catalyst types from USPTO. Task: Predict which catalyst facilitates the given reaction. Reactant: [NH2:1][C:2]1[N:7]=[CH:6][N:5]=[C:4]2[N:8]([CH:12]([C:14]3[C:15]([O:33][CH3:34])=[C:16]([CH:22]4[CH2:25][N:24](C(OC(C)(C)C)=O)[CH2:23]4)[C:17]([CH3:21])=[C:18]([Cl:20])[CH:19]=3)[CH3:13])[N:9]=[C:10]([CH3:11])[C:3]=12.[ClH:35].O1CCOCC1. Product: [ClH:20].[ClH:35].[NH:24]1[CH2:23][CH:22]([C:16]2[C:15]([O:33][CH3:34])=[C:14]([CH:12]([N:8]3[C:4]4=[N:5][CH:6]=[N:7][C:2]([NH2:1])=[C:3]4[C:10]([CH3:11])=[N:9]3)[CH3:13])[CH:19]=[C:18]([Cl:20])[C:17]=2[CH3:21])[CH2:25]1. The catalyst class is: 2.